This data is from Catalyst prediction with 721,799 reactions and 888 catalyst types from USPTO. The task is: Predict which catalyst facilitates the given reaction. The catalyst class is: 60. Reactant: [Br:1][C:2]1[CH:3]=[CH:4][C:5]([C:9]2[N:13]([CH:14]3[CH2:18][CH2:17][CH2:16][CH2:15]3)[N:12]=[CH:11][CH:10]=2)=[C:6]([CH:8]=1)[NH2:7].C1N=CN([C:24](N2C=NC=C2)=[O:25])C=1. Product: [Br:1][C:2]1[CH:3]=[CH:4][C:5]2[C:9]3[N:13]([CH:14]4[CH2:18][CH2:17][CH2:16][CH2:15]4)[N:12]=[CH:11][C:10]=3[C:24](=[O:25])[NH:7][C:6]=2[CH:8]=1.